Dataset: Peptide-MHC class I binding affinity with 185,985 pairs from IEDB/IMGT. Task: Regression. Given a peptide amino acid sequence and an MHC pseudo amino acid sequence, predict their binding affinity value. This is MHC class I binding data. (1) The peptide sequence is KSINKVYGK. The binding affinity (normalized) is 0. The MHC is HLA-B53:01 with pseudo-sequence HLA-B53:01. (2) The peptide sequence is AQIGIFAPV. The MHC is HLA-B15:42 with pseudo-sequence HLA-B15:42. The binding affinity (normalized) is 0.0980. (3) The peptide sequence is KMMGRLADA. The binding affinity (normalized) is 0.519. The MHC is HLA-A02:01 with pseudo-sequence HLA-A02:01. (4) The peptide sequence is GMSLNFPI. The MHC is HLA-B27:05 with pseudo-sequence HLA-B27:05. The binding affinity (normalized) is 0.183. (5) The MHC is HLA-A02:03 with pseudo-sequence HLA-A02:03. The peptide sequence is ILLRAFTEEGA. The binding affinity (normalized) is 0.0585. (6) The peptide sequence is FQPQYGQFI. The MHC is H-2-Kb with pseudo-sequence H-2-Kb. The binding affinity (normalized) is 0.0258. (7) The peptide sequence is SVYSWAIML. The MHC is HLA-A02:12 with pseudo-sequence HLA-A02:12. The binding affinity (normalized) is 0.284. (8) The peptide sequence is ETACLGKAY. The MHC is HLA-A24:03 with pseudo-sequence HLA-A24:03. The binding affinity (normalized) is 0.0847.